From a dataset of Reaction yield outcomes from USPTO patents with 853,638 reactions. Predict the reaction yield, written as a fraction of the theoretical maximum amount of product (1.0 means a 100% yield; for example, 0.34 means a 34% yield). (1) The reactants are [O:1]1[C:3]2([CH2:8][CH2:7][N:6]([C:9]([O:11][C:12]([CH3:15])([CH3:14])[CH3:13])=[O:10])[CH2:5][CH2:4]2)[CH2:2]1.[CH3:16][C:17]1([CH3:29])[C:21]([CH3:23])([CH3:22])[O:20][B:19]([C:24]2[CH:25]=[N:26][NH:27][CH:28]=2)[O:18]1.[H-].[Na+]. The catalyst is CN(C=O)C. The product is [OH:1][C:3]1([CH2:2][N:27]2[CH:28]=[C:24]([B:19]3[O:18][C:17]([CH3:29])([CH3:16])[C:21]([CH3:23])([CH3:22])[O:20]3)[CH:25]=[N:26]2)[CH2:8][CH2:7][N:6]([C:9]([O:11][C:12]([CH3:15])([CH3:14])[CH3:13])=[O:10])[CH2:5][CH2:4]1. The yield is 0.890. (2) The reactants are [Br:1][CH2:2][C:3](=O)[C:4]([O:6][CH2:7][CH3:8])=[O:5].Cl.[CH3:11][O:12][NH2:13]. The catalyst is C(O)C. The product is [CH3:11][O:12][N:13]=[C:3]([CH2:2][Br:1])[C:4]([O:6][CH2:7][CH3:8])=[O:5]. The yield is 0.800. (3) The reactants are [N+:1]([C:4]1[CH:9]=[CH:8][C:7]([CH2:10][CH:11]([NH2:22])[C:12]2[N:13]=[C:14]([C:17]3[S:18][CH:19]=[CH:20][CH:21]=3)[S:15][CH:16]=2)=[CH:6][CH:5]=1)([O-:3])=[O:2].[Cl:23][C:24]1[CH:25]=[C:26]([CH2:30][C:31](O)=[O:32])[CH:27]=[CH:28][CH:29]=1.ON1C2C=CC=CC=2N=N1.CN(C)CCCN=C=NCC.C(N(CC)CC)C. The catalyst is CN(C=O)C.O. The product is [Cl:23][C:24]1[CH:25]=[C:26]([CH2:30][C:31]([NH:22][C@H:11]([C:12]2[N:13]=[C:14]([C:17]3[S:18][CH:19]=[CH:20][CH:21]=3)[S:15][CH:16]=2)[CH2:10][C:7]2[CH:6]=[CH:5][C:4]([N+:1]([O-:3])=[O:2])=[CH:9][CH:8]=2)=[O:32])[CH:27]=[CH:28][CH:29]=1. The yield is 0.600. (4) The reactants are Br[C:2]1[N:7]=[C:6]([O:8][CH3:9])[C:5]([NH2:10])=[CH:4][CH:3]=1.[CH3:11][N:12]1[CH:16]=[CH:15][N:14]=[C:13]1[CH3:17].C(O)(=O)C(C)(C)C.F[B-](F)(F)F.C1(P(C2CCCCC2)C2CCCCC2)CCCCC1.C(=O)([O-])[O-].[K+].[K+]. The catalyst is CC(N(C)C)=O.CCOC(C)=O.C([O-])(=O)C.[Pd+2].C([O-])(=O)C. The product is [CH3:11][N:12]1[C:16]([C:2]2[N:7]=[C:6]([O:8][CH3:9])[C:5]([NH2:10])=[CH:4][CH:3]=2)=[CH:15][N:14]=[C:13]1[CH3:17]. The yield is 0.350. (5) The reactants are [C:1]([O:5][C:6](=[O:21])[NH:7][C:8]1[CH:13]=[CH:12][C:11]([C:14]([CH3:17])([CH3:16])[CH3:15])=[C:10]([N+:18]([O-])=O)[CH:9]=1)([CH3:4])([CH3:3])[CH3:2]. The product is [C:1]([O:5][C:6](=[O:21])[NH:7][C:8]1[CH:13]=[CH:12][C:11]([C:14]([CH3:17])([CH3:16])[CH3:15])=[C:10]([NH2:18])[CH:9]=1)([CH3:4])([CH3:2])[CH3:3]. The yield is 0.930. The catalyst is CO.[Pd]. (6) The reactants are [N+:1]([C:4]1[CH:5]=[C:6]([OH:10])[CH:7]=[CH:8][CH:9]=1)([O-:3])=[O:2].[Br:11][CH2:12][CH2:13][CH2:14]Br.C([O-])([O-])=O.[Cs+].[Cs+]. The catalyst is C(#N)C. The product is [N+:1]([C:4]1[CH:5]=[C:6]([O:10][CH2:14][CH2:13][CH2:12][Br:11])[CH:7]=[CH:8][CH:9]=1)([O-:3])=[O:2]. The yield is 0.566. (7) No catalyst specified. The yield is 0.290. The reactants are [CH3:1][C:2]1[C:6]2[C:7](=[O:20])[N:8]([CH2:12][CH2:13][N:14]3[CH2:19][CH2:18][O:17][CH2:16][CH2:15]3)[CH2:9][CH2:10][CH2:11][C:5]=2[NH:4][C:3]=1[CH:21]=O.[F:23][C:24]1[C:29]([F:30])=[CH:28][CH:27]=[CH:26][C:25]=1[C:31]1[CH:39]=[CH:38][CH:37]=[C:36]2[C:32]=1[CH2:33][C:34](=[O:40])[NH:35]2. The product is [F:23][C:24]1[C:29]([F:30])=[CH:28][CH:27]=[CH:26][C:25]=1[C:31]1[CH:39]=[CH:38][CH:37]=[C:36]2[C:32]=1/[C:33](=[CH:21]/[C:3]1[NH:4][C:5]3[CH2:11][CH2:10][CH2:9][N:8]([CH2:12][CH2:13][N:14]4[CH2:15][CH2:16][O:17][CH2:18][CH2:19]4)[C:7](=[O:20])[C:6]=3[C:2]=1[CH3:1])/[C:34](=[O:40])[NH:35]2.